From a dataset of Forward reaction prediction with 1.9M reactions from USPTO patents (1976-2016). Predict the product of the given reaction. (1) Given the reactants [Cl:1][C:2]1[N:3]=[C:4]([C:7](=[O:31])[CH2:8][O:9][CH2:10][CH2:11][N:12]2[C:20]([C:21]3[CH:26]=[CH:25][CH:24]=[CH:23][CH:22]=3)=[C:19]3[C:14]([N:15]([CH3:30])[C:16](=[O:29])[N:17]([CH3:28])[C:18]3=[O:27])=[CH:13]2)[S:5][CH:6]=1.[BH4-].[Na+], predict the reaction product. The product is: [Cl:1][C:2]1[N:3]=[C:4]([CH:7]([OH:31])[CH2:8][O:9][CH2:10][CH2:11][N:12]2[C:20]([C:21]3[CH:22]=[CH:23][CH:24]=[CH:25][CH:26]=3)=[C:19]3[C:14]([N:15]([CH3:30])[C:16](=[O:29])[N:17]([CH3:28])[C:18]3=[O:27])=[CH:13]2)[S:5][CH:6]=1. (2) Given the reactants [F:1][C:2]1[C:3]([O:34][CH3:35])=[C:4]([CH:9]2[CH2:14][CH2:13][N:12]([C:15]3[C:16]([C:30]([F:33])([F:32])[F:31])=[C:17]([NH:21][NH:22][C:23](=O)[CH2:24][C:25]([F:28])([F:27])[F:26])[N:18]=[N:19][CH:20]=3)[CH2:11][CH2:10]2)[C:5]([F:8])=[CH:6][CH:7]=1.P(Cl)(Cl)(Cl)=O, predict the reaction product. The product is: [F:1][C:2]1[C:3]([O:34][CH3:35])=[C:4]([CH:9]2[CH2:14][CH2:13][N:12]([C:15]3[CH:20]=[N:19][N:18]4[C:23]([CH2:24][C:25]([F:26])([F:27])[F:28])=[N:22][N:21]=[C:17]4[C:16]=3[C:30]([F:33])([F:31])[F:32])[CH2:11][CH2:10]2)[C:5]([F:8])=[CH:6][CH:7]=1. (3) Given the reactants N#N.[Br:3][C:4]([F:11])([F:10])[C:5]([O:7]CC)=O.[NH:12]1[CH2:16][CH2:15][CH2:14][CH2:13]1, predict the reaction product. The product is: [Br:3][C:4]([F:10])([F:11])[C:5]([N:12]1[CH2:16][CH2:15][CH2:14][CH2:13]1)=[O:7]. (4) Given the reactants [OH:1][C:2]1[CH:3]=[C:4]2[C:9](=[CH:10][CH:11]=1)[C:8]([C:12]([OH:14])=[O:13])=[CH:7][CH:6]=[CH:5]2.Cl[C:16]1[C:25]2[C:20](=[C:21]([CH3:26])[CH:22]=[CH:23][CH:24]=2)[N:19]=[CH:18][CH:17]=1, predict the reaction product. The product is: [CH3:26][C:21]1[CH:22]=[CH:23][CH:24]=[C:25]2[C:20]=1[N:19]=[CH:18][CH:17]=[C:16]2[O:1][C:2]1[CH:3]=[C:4]2[C:9](=[CH:10][CH:11]=1)[C:8]([C:12]([OH:14])=[O:13])=[CH:7][CH:6]=[CH:5]2. (5) The product is: [NH2:31][C:11]1[C:12]([C:26]([O:28][CH2:29][CH3:30])=[O:27])=[N:13][C:14]([NH:16][C@H:17]([C:19]2[CH:24]=[CH:23][C:22]([F:25])=[CH:21][CH:20]=2)[CH3:18])=[N:15][C:10]=1[NH:9][C:6]1[CH:5]=[C:4]([CH:1]2[CH2:3][CH2:2]2)[NH:8][N:7]=1. Given the reactants [CH:1]1([C:4]2[NH:8][N:7]=[C:6]([NH:9][C:10]3[N:15]=[C:14]([NH:16][C@H:17]([C:19]4[CH:24]=[CH:23][C:22]([F:25])=[CH:21][CH:20]=4)[CH3:18])[N:13]=[C:12]([C:26]([O:28][CH2:29][CH3:30])=[O:27])[C:11]=3[N+:31]([O-])=O)[CH:5]=2)[CH2:3][CH2:2]1.[NH4+].[Cl-], predict the reaction product. (6) Given the reactants [O:1]1[C:5]2([CH2:10][CH2:9][CH:8]([C:11]3[N:16]=[CH:15][C:14]([N:17]=C(C4C=CC=CC=4)C4C=CC=CC=4)=[CH:13][C:12]=3[CH3:31])[CH2:7][CH2:6]2)[O:4][CH2:3][CH2:2]1.[F-].[K+], predict the reaction product. The product is: [O:1]1[C:5]2([CH2:10][CH2:9][CH:8]([C:11]3[N:16]=[CH:15][C:14]([NH2:17])=[CH:13][C:12]=3[CH3:31])[CH2:7][CH2:6]2)[O:4][CH2:3][CH2:2]1. (7) Given the reactants [Br:1][C:2]1[CH:14]=[CH:13][C:12]2[C:11]3[C:6](=[CH:7][C:8]([OH:15])=[CH:9][CH:10]=3)[C:5]([CH2:24][CH2:25][CH2:26][CH2:27][CH2:28][CH2:29][CH2:30][CH3:31])([CH2:16][CH2:17][CH2:18][CH2:19][CH2:20][CH2:21][CH2:22][CH3:23])[C:4]=2[CH:3]=1.Br[CH2:33][CH2:34][CH2:35][CH2:36][CH2:37][CH2:38][CH2:39][CH3:40].C(=O)([O-])[O-].[K+].[K+], predict the reaction product. The product is: [Br:1][C:2]1[CH:14]=[CH:13][C:12]2[C:11]3[C:6](=[CH:7][C:8]([O:15][CH2:33][CH2:34][CH2:35][CH2:36][CH2:37][CH2:38][CH2:39][CH3:40])=[CH:9][CH:10]=3)[C:5]([CH2:24][CH2:25][CH2:26][CH2:27][CH2:28][CH2:29][CH2:30][CH3:31])([CH2:16][CH2:17][CH2:18][CH2:19][CH2:20][CH2:21][CH2:22][CH3:23])[C:4]=2[CH:3]=1.